This data is from Peptide-MHC class I binding affinity with 185,985 pairs from IEDB/IMGT. The task is: Regression. Given a peptide amino acid sequence and an MHC pseudo amino acid sequence, predict their binding affinity value. This is MHC class I binding data. The peptide sequence is PLTFGWCYKL. The MHC is HLA-A02:02 with pseudo-sequence HLA-A02:02. The binding affinity (normalized) is 0.0421.